From a dataset of CYP2D6 inhibition data for predicting drug metabolism from PubChem BioAssay. Regression/Classification. Given a drug SMILES string, predict its absorption, distribution, metabolism, or excretion properties. Task type varies by dataset: regression for continuous measurements (e.g., permeability, clearance, half-life) or binary classification for categorical outcomes (e.g., BBB penetration, CYP inhibition). Dataset: cyp2d6_veith. (1) The drug is CC(C)=C[C@H]1[C@@H](C(=O)Oc2ccccc2C(C)C)C1(C)C. The result is 0 (non-inhibitor). (2) The compound is Cc1nnc(NCc2ccco2)s1. The result is 0 (non-inhibitor). (3) The compound is COC(=O)[C@@]1(Cc2ccc(F)cc2)[C@H]2c3cc(C(=O)N(C)C)n(C)c3C[C@H]2CN1C(=O)c1ccccc1. The result is 0 (non-inhibitor). (4) The drug is Cc1nc(N)nc2ccccc12. The result is 0 (non-inhibitor). (5) The compound is NNC(N)=O. The result is 0 (non-inhibitor). (6) The drug is COc1ccc(C(=O)NNC(=O)CSc2nnc(COc3ccc4ccccc4c3)n2C)cc1. The result is 0 (non-inhibitor).